This data is from Catalyst prediction with 721,799 reactions and 888 catalyst types from USPTO. The task is: Predict which catalyst facilitates the given reaction. (1) Reactant: CC(OC([N:8]1[CH2:13][CH2:12][C:11](=[C:14]([C:28]2[CH:33]=[CH:32][CH:31]=[CH:30][C:29]=2[NH2:34])[C:15]2[CH:20]=[CH:19][C:18]([C:21]([N:23]([CH2:26][CH3:27])[CH2:24][CH3:25])=[O:22])=[CH:17][CH:16]=2)[CH2:10][CH2:9]1)=O)(C)C.Br[C:36]1[C:45]2[C:40](=[CH:41][CH:42]=[CH:43][CH:44]=2)[CH:39]=[CH:38][CH:37]=1.CC([O-])(C)C.[Na+].C(O)(C(F)(F)F)=O. Product: [CH2:24]([N:23]([CH2:26][CH3:27])[C:21](=[O:22])[C:18]1[CH:17]=[CH:16][C:15]([C:14]([C:28]2[CH:33]=[CH:32][CH:31]=[CH:30][C:29]=2[NH:34][C:44]2[C:45]3[C:40](=[CH:39][CH:38]=[CH:37][CH:36]=3)[CH:41]=[CH:42][CH:43]=2)=[C:11]2[CH2:10][CH2:9][NH:8][CH2:13][CH2:12]2)=[CH:20][CH:19]=1)[CH3:25]. The catalyst class is: 101. (2) Reactant: [CH2:1]([O:3][C:4]1[C:12]2[CH2:11][N:10]([C:13]3[CH:18]=[CH:17][C:16]([CH2:19][C:20]([O:22]CC)=[O:21])=[C:15]([F:25])[CH:14]=3)[C:9](=[O:26])[C:8]=2[C:7]([O:27][CH2:28][CH3:29])=[C:6]2[CH:30]=[CH:31][CH:32]=[CH:33][C:5]=12)[CH3:2].[OH-].[Na+]. Product: [CH2:1]([O:3][C:4]1[C:12]2[CH2:11][N:10]([C:13]3[CH:18]=[CH:17][C:16]([CH2:19][C:20]([OH:22])=[O:21])=[C:15]([F:25])[CH:14]=3)[C:9](=[O:26])[C:8]=2[C:7]([O:27][CH2:28][CH3:29])=[C:6]2[CH:30]=[CH:31][CH:32]=[CH:33][C:5]=12)[CH3:2]. The catalyst class is: 8.